Dataset: Full USPTO retrosynthesis dataset with 1.9M reactions from patents (1976-2016). Task: Predict the reactants needed to synthesize the given product. (1) Given the product [CH2:1]1[CH2:10][O:9][C:8]2[CH:7]=[CH:6][C:5]([NH:11][C:12]3[C:17]([F:18])=[CH:16][N:15]=[C:14]([NH:19][CH2:20][CH2:25][OH:41])[N:13]=3)=[CH:4][C:3]=2[O:2]1, predict the reactants needed to synthesize it. The reactants are: [CH2:1]1[CH2:10][O:9][C:8]2[CH:7]=[CH:6][C:5]([NH:11][C:12]3[C:17]([F:18])=[CH:16][N:15]=[C:14]([NH:19][C:20]4[CH:25]=CC=C(O)C=4)[N:13]=3)=[CH:4][C:3]=2[O:2]1.ClC1N=C(NC2C=CC3[O:41]CCOC=3C=2)C(F)=CN=1.OCCN. (2) Given the product [CH3:26][C:27](=[CH:30][CH2:42][CH:38]1[CH2:37][CH:36]=[C:35]([CH3:34])[C:39]1([CH3:40])[CH3:41])[CH2:28][CH2:4][C:2]#[N:3], predict the reactants needed to synthesize it. The reactants are: [Cl-].[C:2]([CH2:4]CC[P+](C1C=CC=CC=1)(C1C=CC=CC=1)C1C=CC=CC=1)#[N:3].[CH3:26][C:27]([CH3:30])([O-])[CH3:28].[K+].CI.[CH3:34][C:35]1[C:39]([CH3:41])([CH3:40])[C@H:38]([CH2:42]C=O)[CH2:37][CH:36]=1. (3) Given the product [CH2:1]([O:3][C:4]1[CH:5]=[C:6]2[C:11](=[C:12]3[CH2:16][C:15]([CH3:18])([CH3:17])[O:14][C:13]=13)[C:10]([C:19]1[CH:28]=[CH:27][C:22]([C:23]([O:25][CH3:26])=[O:24])=[C:21]([N:29]([CH2:39][C:40]3[CH:41]=[CH:42][C:43]([C:44]([O:46][CH3:47])=[O:45])=[CH:48][CH:49]=3)[C:30](=[O:35])[C:31]([F:32])([F:33])[F:34])[CH:20]=1)=[N:9][C:8]([CH3:36])([CH3:37])[CH2:7]2)[CH3:2], predict the reactants needed to synthesize it. The reactants are: [CH2:1]([O:3][C:4]1[CH:5]=[C:6]2[C:11](=[C:12]3[CH2:16][C:15]([CH3:18])([CH3:17])[O:14][C:13]=13)[C:10]([C:19]1[CH:28]=[CH:27][C:22]([C:23]([O:25][CH3:26])=[O:24])=[C:21]([NH:29][C:30](=[O:35])[C:31]([F:34])([F:33])[F:32])[CH:20]=1)=[N:9][C:8]([CH3:37])([CH3:36])[CH2:7]2)[CH3:2].Br[CH2:39][C:40]1[CH:49]=[CH:48][C:43]([C:44]([O:46][CH3:47])=[O:45])=[CH:42][CH:41]=1.[I-].[K+].C(=O)([O-])[O-].[K+].[K+].C(OC(C)C)(C)C. (4) The reactants are: C1(O[C:8]([N:12]2[CH2:17][CH2:16][CH:15]([N:18]3[C:22]4[CH:23]=[CH:24][CH:25]=[CH:26][C:21]=4[NH:20][C:19]3=[O:27])[CH2:14][CH2:13]2)=[N:9][C:10]#[N:11])C=CC=CC=1.[CH2:28]([NH2:30])[CH3:29]. Given the product [C:10]([NH:9][C:8]([N:12]1[CH2:13][CH2:14][CH:15]([N:18]2[C:22]3[CH:23]=[CH:24][CH:25]=[CH:26][C:21]=3[NH:20][C:19]2=[O:27])[CH2:16][CH2:17]1)=[N:30][CH2:28][CH3:29])#[N:11], predict the reactants needed to synthesize it.